From a dataset of Catalyst prediction with 721,799 reactions and 888 catalyst types from USPTO. Predict which catalyst facilitates the given reaction. Reactant: [Cl:1][C:2]1[CH:3]=[C:4]([CH2:8][C:9](=[O:11])[CH3:10])[CH:5]=[CH:6][CH:7]=1.[O-]CC.[Na+].CCO.[N:19](OCCC(C)C)=[O:20].C(OCC)C. Product: [Cl:1][C:2]1[CH:3]=[C:4](/[C:8](=[N:19]\[OH:20])/[C:9](=[O:11])[CH3:10])[CH:5]=[CH:6][CH:7]=1. The catalyst class is: 88.